From a dataset of Catalyst prediction with 721,799 reactions and 888 catalyst types from USPTO. Predict which catalyst facilitates the given reaction. (1) Reactant: Cl.[NH:2]1[CH2:7][CH2:6][CH:5]([C:8]2[CH:13]=[CH:12][C:11]([NH:14][C:15]3[N:16]=[C:17]([N:24]4[CH2:29][CH2:28][CH2:27][C@@H:26]([NH:30][C:31]([N:33]5[CH2:38][CH2:37][CH2:36][CH2:35][CH2:34]5)=[O:32])[CH2:25]4)[N:18]=[N:19][C:20]=3[C:21]([NH2:23])=[O:22])=[CH:10][CH:9]=2)[CH2:4][CH2:3]1.[C:39]([CH2:41][C:42](O)=[O:43])#[N:40].CCN(C(C)C)C(C)C.C1CN([P+](ON2N=NC3C=CC=CC2=3)(N2CCCC2)N2CCCC2)CC1.F[P-](F)(F)(F)(F)F. Product: [C:39]([CH2:41][C:42]([N:2]1[CH2:7][CH2:6][CH:5]([C:8]2[CH:13]=[CH:12][C:11]([NH:14][C:15]3[N:16]=[C:17]([N:24]4[CH2:29][CH2:28][CH2:27][C@@H:26]([NH:30][C:31]([N:33]5[CH2:38][CH2:37][CH2:36][CH2:35][CH2:34]5)=[O:32])[CH2:25]4)[N:18]=[N:19][C:20]=3[C:21]([NH2:23])=[O:22])=[CH:10][CH:9]=2)[CH2:4][CH2:3]1)=[O:43])#[N:40]. The catalyst class is: 3. (2) Reactant: [O:1]([CH2:8][CH2:9][OH:10])[C:2]1[CH:7]=[CH:6][CH:5]=[CH:4][CH:3]=1.[H-].[Na+].[CH3:13][C:14]1[CH:19]=[C:18]([C:20]2[NH:29][C:28](=[O:30])[C:27]3[C:22](=[CH:23][C:24]([F:32])=[CH:25][C:26]=3F)[N:21]=2)[CH:17]=[C:16]([CH3:33])[N:15]=1.O. Product: [CH3:13][C:14]1[CH:19]=[C:18]([C:20]2[NH:29][C:28](=[O:30])[C:27]3[C:22](=[CH:23][C:24]([F:32])=[CH:25][C:26]=3[O:10][CH2:9][CH2:8][O:1][C:2]3[CH:7]=[CH:6][CH:5]=[CH:4][CH:3]=3)[N:21]=2)[CH:17]=[C:16]([CH3:33])[N:15]=1. The catalyst class is: 640. (3) Reactant: Br[C:2]1[CH:7]=[CH:6][C:5]([N:8]2[CH2:13][CH2:12][C:11]3[N:14]=[C:15]([C:17]4[CH:22]=[CH:21][C:20]([Cl:23])=[CH:19][CH:18]=4)[S:16][C:10]=3[C:9]2=[O:24])=[CH:4][C:3]=1[O:25][CH3:26].[CH2:27]([N:30]1[CH2:34][CH2:33][CH2:32][CH2:31]1)[C:28]#[CH:29].C(N(CC)CC)C.O. Product: [Cl:23][C:20]1[CH:21]=[CH:22][C:17]([C:15]2[S:16][C:10]3[C:9](=[O:24])[N:8]([C:5]4[CH:6]=[CH:7][C:2]([C:29]#[C:28][CH2:27][N:30]5[CH2:34][CH2:33][CH2:32][CH2:31]5)=[C:3]([O:25][CH3:26])[CH:4]=4)[CH2:13][CH2:12][C:11]=3[N:14]=2)=[CH:18][CH:19]=1. The catalyst class is: 538. (4) Reactant: [NH2:1][C@H:2]([C:7]([OH:9])=[O:8])[CH2:3][CH:4]([CH3:6])[CH3:5].[OH-].[Na+].[CH:12](OC)=[O:13]. Product: [CH:12]([NH:1][C@H:2]([C:7]([OH:9])=[O:8])[CH2:3][CH:4]([CH3:6])[CH3:5])=[O:13]. The catalyst class is: 6.